This data is from TCR-epitope binding with 47,182 pairs between 192 epitopes and 23,139 TCRs. The task is: Binary Classification. Given a T-cell receptor sequence (or CDR3 region) and an epitope sequence, predict whether binding occurs between them. The epitope is FQPTNGVGY. The TCR CDR3 sequence is CASSDSIREQFF. Result: 1 (the TCR binds to the epitope).